From a dataset of CYP2C9 inhibition data for predicting drug metabolism from PubChem BioAssay. Regression/Classification. Given a drug SMILES string, predict its absorption, distribution, metabolism, or excretion properties. Task type varies by dataset: regression for continuous measurements (e.g., permeability, clearance, half-life) or binary classification for categorical outcomes (e.g., BBB penetration, CYP inhibition). Dataset: cyp2c9_veith. The drug is O=C(O)[C@@H]1Cc2c([nH]c3ccccc23)[C@@H](CCCCO)N1. The result is 0 (non-inhibitor).